This data is from Full USPTO retrosynthesis dataset with 1.9M reactions from patents (1976-2016). The task is: Predict the reactants needed to synthesize the given product. (1) Given the product [S:1]1[C:5]([C:6]2[C:14]3[C:10](=[C:11]([CH3:28])[N:12]([CH2:15][O:16][CH2:17][CH2:18][Si:19]([CH3:22])([CH3:20])[CH3:21])[N:13]=3)[CH:9]=[C:8]([Br:23])[CH:7]=2)=[CH:4][C:3]2[CH:24]=[CH:25][CH:26]=[CH:27][C:2]1=2, predict the reactants needed to synthesize it. The reactants are: [S:1]1[C:5]([C:6]2[C:14]3[C:10](=[CH:11][N:12]([CH2:15][O:16][CH2:17][CH2:18][Si:19]([CH3:22])([CH3:21])[CH3:20])[N:13]=3)[CH:9]=[C:8]([Br:23])[CH:7]=2)=[CH:4][C:3]2[CH:24]=[CH:25][CH:26]=[CH:27][C:2]1=2.[CH2:28]([Li])CCC.CI.[Cl-].[NH4+]. (2) Given the product [CH3:1][O:2][C:3]1[CH:4]=[CH:5][C:6]([CH:9]([CH2:13][CH3:14])[C:10]([NH:15][C:16]2[S:17][C:18]([C:21]([O:23][CH2:24][CH3:25])=[O:22])=[CH:19][N:20]=2)=[O:12])=[CH:7][CH:8]=1, predict the reactants needed to synthesize it. The reactants are: [CH3:1][O:2][C:3]1[CH:8]=[CH:7][C:6]([CH:9]([CH2:13][CH3:14])[C:10]([OH:12])=O)=[CH:5][CH:4]=1.[NH2:15][C:16]1[S:17][C:18]([C:21]([O:23][CH2:24][CH3:25])=[O:22])=[CH:19][N:20]=1.CCN(C(C)C)C(C)C.CN(C(ON1N=NC2C=CC=NC1=2)=[N+](C)C)C.F[P-](F)(F)(F)(F)F. (3) Given the product [CH2:1]([O:8][CH:9]1[CH2:12][C:11]([C:14]2[CH:19]=[CH:18][CH:17]=[CH:16][N:15]=2)([F:26])[CH2:10]1)[C:2]1[CH:7]=[CH:6][CH:5]=[CH:4][CH:3]=1, predict the reactants needed to synthesize it. The reactants are: [CH2:1]([O:8][CH:9]1[CH2:12][C:11]([C:14]2[CH:19]=[CH:18][CH:17]=[CH:16][N:15]=2)(O)[CH2:10]1)[C:2]1[CH:7]=[CH:6][CH:5]=[CH:4][CH:3]=1.CCN(S(F)(F)[F:26])CC. (4) Given the product [NH2:3][C:4]1[S:5][CH:6]=[C:7]([CH2:9][C:10]([N:12]2[CH2:17][CH2:16][N:15]([C:18]3[CH:23]=[CH:22][C:21]([NH:24][C:25]([C:27]4[CH2:32][CH2:31][CH2:30][CH2:29][C:28]=4[C:33]4[CH:34]=[CH:35][C:36]([C:39]([F:40])([F:42])[F:41])=[CH:37][CH:38]=4)=[O:26])=[CH:20][CH:19]=3)[CH2:14][CH2:13]2)=[O:11])[N:8]=1, predict the reactants needed to synthesize it. The reactants are: C([NH:3][C:4]1[S:5][CH:6]=[C:7]([CH2:9][C:10]([N:12]2[CH2:17][CH2:16][N:15]([C:18]3[CH:23]=[CH:22][C:21]([NH:24][C:25]([C:27]4[CH2:32][CH2:31][CH2:30][CH2:29][C:28]=4[C:33]4[CH:38]=[CH:37][C:36]([C:39]([F:42])([F:41])[F:40])=[CH:35][CH:34]=4)=[O:26])=[CH:20][CH:19]=3)[CH2:14][CH2:13]2)=[O:11])[N:8]=1)=O.Cl. (5) Given the product [C:45]12([CH2:12][NH:8][C:42]([C:36]3[C:37]([CH3:41])=[N:38][N:39]([CH3:40])[C:35]=3[CH2:28][C:29]3[CH:30]=[CH:31][CH:32]=[CH:33][CH:34]=3)=[O:44])[CH2:46][CH:47]3[CH2:48][CH:49]([CH2:50][CH:51]([CH2:53]3)[CH2:52]1)[CH2:54]2, predict the reactants needed to synthesize it. The reactants are: F[P-](F)(F)(F)(F)F.[N:8]1(O[P+](N(C)C)(N(C)C)N(C)C)[C:12]2C=CC=CC=2N=N1.[CH2:28]([C:35]1[N:39]([CH3:40])[N:38]=[C:37]([CH3:41])[C:36]=1[C:42]([OH:44])=O)[C:29]1[CH:34]=[CH:33][CH:32]=[CH:31][CH:30]=1.[C:45]12(NC)[CH2:54][CH:49]3[CH2:50][CH:51]([CH2:53][CH:47]([CH2:48]3)[CH2:46]1)[CH2:52]2.C1C=CC2N(O)N=NC=2C=1.CCN(C(C)C)C(C)C. (6) Given the product [Br:1][C:2]1[CH:3]=[C:4]([CH2:8][C:9](=[O:31])[CH:10]([NH:12][C:13]([C:15]2[O:19][N:18]=[C:17]([C:20]3[CH:21]=[CH:22][C:23]([O:26][C:27]([F:28])([F:29])[F:30])=[CH:24][CH:25]=3)[N:16]=2)=[O:14])[CH3:11])[CH:5]=[CH:6][CH:7]=1, predict the reactants needed to synthesize it. The reactants are: [Br:1][C:2]1[CH:3]=[C:4]([CH2:8][CH:9]([OH:31])[CH:10]([NH:12][C:13]([C:15]2[O:19][N:18]=[C:17]([C:20]3[CH:25]=[CH:24][C:23]([O:26][C:27]([F:30])([F:29])[F:28])=[CH:22][CH:21]=3)[N:16]=2)=[O:14])[CH3:11])[CH:5]=[CH:6][CH:7]=1.CC(OI1(OC(C)=O)(OC(C)=O)OC(=O)C2C=CC=CC1=2)=O. (7) Given the product [N+:15]([C:14]1[C:9]([NH:18][C:19]2[CH:20]=[CH:21][C:22]([C:23]([O:25][CH2:26][CH3:27])=[O:24])=[CH:28][CH:29]=2)=[N:10][CH:11]=[CH:12][CH:13]=1)([O-:17])=[O:16], predict the reactants needed to synthesize it. The reactants are: C1(O)C=CC=CC=1.Cl[C:9]1[C:14]([N+:15]([O-:17])=[O:16])=[CH:13][CH:12]=[CH:11][N:10]=1.[NH2:18][C:19]1[CH:29]=[CH:28][C:22]([C:23]([O:25][CH2:26][CH3:27])=[O:24])=[CH:21][CH:20]=1.[OH-].[Na+].